From a dataset of Forward reaction prediction with 1.9M reactions from USPTO patents (1976-2016). Predict the product of the given reaction. (1) The product is: [CH2:1]1[C@@H:14]2[C@@H:6]([NH:7][C:8]3[CH:9]=[CH:10][CH:11]=[CH:12][C:13]=32)[CH2:5][CH2:4][NH:3][CH2:2]1. Given the reactants [CH2:1]1[C:14]2[C:13]3[CH:12]=[CH:11][CH:10]=[CH:9][C:8]=3[NH:7][C:6]=2[CH2:5][CH2:4][NH:3][CH2:2]1, predict the reaction product. (2) Given the reactants Cl.Cl.[NH2:3][CH2:4][CH2:5][N:6]1[C:14]2[C:13]([NH:15][C:16]3[CH:21]=[CH:20][C:19]([O:22][C:23]4[CH:28]=[CH:27][CH:26]=[C:25]([C:29]5[S:30][CH:31]=[C:32]([C:34]([F:37])([F:36])[F:35])[N:33]=5)[CH:24]=4)=[C:18]([Cl:38])[CH:17]=3)=[N:12][CH:11]=[N:10][C:9]=2[CH:8]=[CH:7]1.[CH3:39][C:40]([S:45]([CH3:48])(=[O:47])=[O:46])([CH3:44])[C:41](O)=[O:42].ON1C2C=CC=CC=2N=N1.Cl.C(N=C=NCCCN(C)C)C, predict the reaction product. The product is: [Cl:38][C:18]1[CH:17]=[C:16]([NH:15][C:13]2[C:14]3[N:6]([CH2:5][CH2:4][NH:3][C:41](=[O:42])[C:40]([CH3:44])([S:45]([CH3:48])(=[O:47])=[O:46])[CH3:39])[CH:7]=[CH:8][C:9]=3[N:10]=[CH:11][N:12]=2)[CH:21]=[CH:20][C:19]=1[O:22][C:23]1[CH:28]=[CH:27][CH:26]=[C:25]([C:29]2[S:30][CH:31]=[C:32]([C:34]([F:35])([F:37])[F:36])[N:33]=2)[CH:24]=1.